Predict the product of the given reaction. From a dataset of Forward reaction prediction with 1.9M reactions from USPTO patents (1976-2016). (1) Given the reactants [C:1]([C:3]1[CH:4]=[C:5]2[C:9](=[CH:10][CH:11]=1)[NH:8][C:7](=[O:12])[C:6]2([CH2:21][NH:22][C@@H:23]([CH3:29])[C:24]([N:26]([CH3:28])[CH3:27])=[O:25])[C:13]1[CH:18]=[CH:17][CH:16]=[CH:15][C:14]=1[O:19][CH3:20])#[N:2].[Cl:30][C:31]1[CH:36]=[CH:35][C:34]([S:37](Cl)(=[O:39])=[O:38])=[CH:33][CH:32]=1, predict the reaction product. The product is: [Cl:30][C:31]1[CH:36]=[CH:35][C:34]([S:37]([N:8]2[C:9]3[C:5](=[CH:4][C:3]([C:1]#[N:2])=[CH:11][CH:10]=3)[C:6]([CH2:21][NH:22][C@@H:23]([CH3:29])[C:24]([N:26]([CH3:27])[CH3:28])=[O:25])([C:13]3[CH:18]=[CH:17][CH:16]=[CH:15][C:14]=3[O:19][CH3:20])[C:7]2=[O:12])(=[O:39])=[O:38])=[CH:33][CH:32]=1. (2) Given the reactants [C:1]([C:5]1O[C:7]([O:10]CC)=[CH:8][N:9]=1)([CH3:4])([CH3:3])[CH3:2].[C:13]([O:17][CH2:18][CH3:19])(=[O:16])[CH:14]=[CH2:15], predict the reaction product. The product is: [CH2:18]([O:17][C:13](=[O:16])[C:14]1[C:7]([OH:10])=[CH:8][N:9]=[C:5]([C:1]([CH3:2])([CH3:3])[CH3:4])[CH:15]=1)[CH3:19]. (3) Given the reactants [N:1]1[N:2]([C:6]2[N:11]=[CH:10][C:9]([NH2:12])=[CH:8][CH:7]=2)[N:3]=[CH:4][CH:5]=1.Cl[C:14]([O:16][C:17]1[CH:22]=[CH:21][CH:20]=[CH:19][CH:18]=1)=[O:15], predict the reaction product. The product is: [C:17]1([O:16][C:14](=[O:15])[NH:12][C:9]2[CH:10]=[N:11][C:6]([N:2]3[N:3]=[CH:4][CH:5]=[N:1]3)=[CH:7][CH:8]=2)[CH:22]=[CH:21][CH:20]=[CH:19][CH:18]=1.